Regression. Given a peptide amino acid sequence and an MHC pseudo amino acid sequence, predict their binding affinity value. This is MHC class II binding data. From a dataset of Peptide-MHC class II binding affinity with 134,281 pairs from IEDB. (1) The peptide sequence is ANATVYMIDSVLMPP. The MHC is HLA-DQA10501-DQB10301 with pseudo-sequence HLA-DQA10501-DQB10301. The binding affinity (normalized) is 0.143. (2) The peptide sequence is MSMASSSSSSLLAMA. The MHC is DRB3_0101 with pseudo-sequence DRB3_0101. The binding affinity (normalized) is 0.144. (3) The peptide sequence is NDFLKTGHYTQMVWA. The MHC is HLA-DQA10301-DQB10302 with pseudo-sequence HLA-DQA10301-DQB10302. The binding affinity (normalized) is 0.389. (4) The binding affinity (normalized) is 0.550. The MHC is DRB1_1501 with pseudo-sequence DRB1_1501. The peptide sequence is DTGGLIDSPSINLDVRKQYK. (5) The peptide sequence is LFKVAATAANAAPAN. The MHC is HLA-DPA10103-DPB10301 with pseudo-sequence HLA-DPA10103-DPB10301. The binding affinity (normalized) is 0.574. (6) The peptide sequence is LCSDKQPCNGVTMND. The MHC is HLA-DPA10103-DPB10301 with pseudo-sequence HLA-DPA10103-DPB10301. The binding affinity (normalized) is 0. (7) The binding affinity (normalized) is 0.584. The peptide sequence is GELEIVDKIDAAFKI. The MHC is DRB1_0401 with pseudo-sequence DRB1_0401. (8) The peptide sequence is SFFKSLEDKVNSTIA. The MHC is DRB1_0101 with pseudo-sequence DRB1_0101. The binding affinity (normalized) is 0.801.